This data is from Full USPTO retrosynthesis dataset with 1.9M reactions from patents (1976-2016). The task is: Predict the reactants needed to synthesize the given product. Given the product [C:29]([C:7]1[CH:8]=[CH:9][C:10]([NH:12][C:13](=[O:28])[C@:14]([OH:27])([CH3:26])[CH2:15][O:16][C:17]2[CH:22]=[CH:21][C:20]([C:23]#[N:24])=[C:19]([F:25])[CH:18]=2)=[CH:11][C:6]=1[C:5]([OH:31])=[O:4])#[N:30], predict the reactants needed to synthesize it. The reactants are: [Li+].[OH-].C[O:4][C:5](=[O:31])[C:6]1[CH:11]=[C:10]([NH:12][C:13](=[O:28])[C@:14]([OH:27])([CH3:26])[CH2:15][O:16][C:17]2[CH:22]=[CH:21][C:20]([C:23]#[N:24])=[C:19]([F:25])[CH:18]=2)[CH:9]=[CH:8][C:7]=1[C:29]#[N:30].